This data is from Forward reaction prediction with 1.9M reactions from USPTO patents (1976-2016). The task is: Predict the product of the given reaction. (1) Given the reactants CON(C)[C:4](=[O:22])/[CH:5]=[C:6](/[C:8]1[CH:13]=[CH:12][C:11]([O:14][CH2:15][CH2:16][CH2:17][C:18]([F:21])([F:20])[F:19])=[CH:10][CH:9]=1)\[CH3:7].[C:24]1([CH3:32])[CH:29]=[CH:28][CH:27]=[CH:26][C:25]=1[Mg]Br.CCOCC.[NH4+].[Cl-], predict the reaction product. The product is: [C:24]1([CH3:32])[CH:29]=[CH:28][C:27]([C:4](=[O:22])/[CH:5]=[C:6](/[C:8]2[CH:9]=[CH:10][C:11]([O:14][CH2:15][CH2:16][CH2:17][C:18]([F:19])([F:20])[F:21])=[CH:12][CH:13]=2)\[CH3:7])=[CH:26][CH:25]=1. (2) Given the reactants [ClH:1].[C:2]1([N:8]([CH2:32][CH2:33][C:34]([O:36]CC)=[O:35])[C:9]([C:11]2[CH:31]=[CH:30][C:14]3[N:15]([CH3:29])[C:16]([CH2:18][CH2:19][C:20]4[CH:25]=[CH:24][C:23]([C:26](=[NH:28])[NH2:27])=[CH:22][CH:21]=4)=[N:17][C:13]=3[CH:12]=2)=[O:10])[CH:7]=[CH:6][CH:5]=[CH:4][CH:3]=1.[OH-].[Na+], predict the reaction product. The product is: [ClH:1].[C:2]1([N:8]([CH2:32][CH2:33][C:34]([OH:36])=[O:35])[C:9]([C:11]2[CH:31]=[CH:30][C:14]3[N:15]([CH3:29])[C:16]([CH2:18][CH2:19][C:20]4[CH:25]=[CH:24][C:23]([C:26](=[NH:27])[NH2:28])=[CH:22][CH:21]=4)=[N:17][C:13]=3[CH:12]=2)=[O:10])[CH:3]=[CH:4][CH:5]=[CH:6][CH:7]=1. (3) Given the reactants [CH3:1][S:2](Cl)(=[O:4])=[O:3].[CH3:6][O:7][CH2:8][CH2:9][OH:10].C(N(CC)CC)C.ClCCl, predict the reaction product. The product is: [CH3:6][O:7][CH2:8][CH2:9][O:10][S:2]([CH3:1])(=[O:4])=[O:3]. (4) Given the reactants [NH2:1][C:2]([NH:4][C:5]1[CH:6]=[C:7]([CH:33]=[CH:34][CH:35]=1)[C:8]([NH:10][C:11]1[CH:32]=[CH:31][C:14]2[N:15]([CH:18]([C:25]3[CH:30]=[CH:29][CH:28]=[CH:27][CH:26]=3)[CH2:19][C:20]([O:22]CC)=[O:21])[CH:16]=[N:17][C:13]=2[CH:12]=1)=[O:9])=[NH:3], predict the reaction product. The product is: [NH2:3][C:2]([NH:4][C:5]1[CH:6]=[C:7]([CH:33]=[CH:34][CH:35]=1)[C:8]([NH:10][C:11]1[CH:32]=[CH:31][C:14]2[N:15]([CH:18]([C:25]3[CH:26]=[CH:27][CH:28]=[CH:29][CH:30]=3)[CH2:19][C:20]([OH:22])=[O:21])[CH:16]=[N:17][C:13]=2[CH:12]=1)=[O:9])=[NH:1]. (5) The product is: [Br:15][C:16]1[CH:17]=[C:18]([CH:19]=[CH:20][C:21]=1[F:22])[O:23][CH2:29][C@@H:25]1[CH2:26][CH2:27][CH2:28][O:24]1. Given the reactants N(C(OC(C)C)=O)=NC(OC(C)C)=O.[Br:15][C:16]1[CH:17]=[C:18]([OH:23])[CH:19]=[CH:20][C:21]=1[F:22].[O:24]1[CH2:28][CH2:27][CH2:26][C@H:25]1[CH2:29]O.C1(P(C2C=CC=CC=2)C2C=CC=CC=2)C=CC=CC=1, predict the reaction product. (6) The product is: [F:34][C:35]1[CH:36]=[C:37]([C@H:42]([OH:48])[CH2:43][CH2:44][N+:45]([O-:47])=[O:46])[CH:38]=[CH:39][C:40]=1[F:41]. Given the reactants B1(C)OC(C2C=CC=CC=2)(C2C=CC=CC=2)[C@@H]2N1CCC2.C(N(CC)C1C=CC=CC=1)C.B.[F:34][C:35]1[CH:36]=[C:37]([C:42](=[O:48])[CH2:43][CH2:44][N+:45]([O-:47])=[O:46])[CH:38]=[CH:39][C:40]=1[F:41].Cl, predict the reaction product. (7) Given the reactants [CH3:1][O:2][C:3]1[CH:4]=[C:5]([C:11]2[N:20]=[C:19]([NH:21][CH2:22][C@:23]3([F:36])[CH2:28][CH2:27][CH2:26][N:25](C(OC(C)(C)C)=O)[CH2:24]3)[C:14]3=[N:15][CH:16]=[CH:17][N:18]=[C:13]3[CH:12]=2)[CH:6]=[CH:7][C:8]=1[O:9][CH3:10].FC(F)(F)C(O)=O.[ClH:44], predict the reaction product. The product is: [ClH:44].[CH3:1][O:2][C:3]1[CH:4]=[C:5]([C:11]2[N:20]=[C:19]([NH:21][CH2:22][C@:23]3([F:36])[CH2:28][CH2:27][CH2:26][NH:25][CH2:24]3)[C:14]3=[N:15][CH:16]=[CH:17][N:18]=[C:13]3[CH:12]=2)[CH:6]=[CH:7][C:8]=1[O:9][CH3:10].